Dataset: Forward reaction prediction with 1.9M reactions from USPTO patents (1976-2016). Task: Predict the product of the given reaction. (1) Given the reactants [OH:1][C:2]1([C:30]2[CH:35]=[CH:34][C:33]([C:36]3[CH:41]=[N:40][CH:39]=[CH:38][N:37]=3)=[CH:32][N:31]=2)[CH2:7][CH2:6][CH:5]([NH:8][C@H:9]2[CH2:13][CH2:12][N:11]([C:14](=[O:29])[CH2:15][NH:16][C:17](=[O:28])[C:18]3[CH:23]=[CH:22][CH:21]=[C:20]([C:24]([F:27])([F:26])[F:25])[CH:19]=3)[CH2:10]2)[CH2:4][CH2:3]1.C=O.[C:44](O[BH-](OC(=O)C)OC(=O)C)(=O)C.[Na+], predict the reaction product. The product is: [OH:1][C:2]1([C:30]2[CH:35]=[CH:34][C:33]([C:36]3[CH:41]=[N:40][CH:39]=[CH:38][N:37]=3)=[CH:32][N:31]=2)[CH2:3][CH2:4][CH:5]([N:8]([CH3:44])[C@H:9]2[CH2:13][CH2:12][N:11]([C:14](=[O:29])[CH2:15][NH:16][C:17](=[O:28])[C:18]3[CH:23]=[CH:22][CH:21]=[C:20]([C:24]([F:26])([F:27])[F:25])[CH:19]=3)[CH2:10]2)[CH2:6][CH2:7]1. (2) Given the reactants [CH:1]([C:4]1[C:5]([S:13]([C:16]2[CH:21]=[CH:20][C:19]([O:22]S(C3C=CC(C)=CC=3)(=O)=O)=[CH:18][CH:17]=2)(=[O:15])=[O:14])=[C:6]2[N:11]([CH:12]=1)[CH:10]=[CH:9][CH:8]=[CH:7]2)([CH3:3])[CH3:2].C(O)C.O.[OH-].[Na+], predict the reaction product. The product is: [CH:1]([C:4]1[C:5]([S:13]([C:16]2[CH:17]=[CH:18][C:19]([OH:22])=[CH:20][CH:21]=2)(=[O:15])=[O:14])=[C:6]2[N:11]([CH:12]=1)[CH:10]=[CH:9][CH:8]=[CH:7]2)([CH3:3])[CH3:2]. (3) Given the reactants [CH2:1]([N:8]([C:12](O)=O)[C:9](O)=O)[C:2]1[CH:7]=[CH:6][CH:5]=[CH:4][CH:3]=1.[C:15](C1NC=CN=1)(C1NC=CN=1)=[O:16].[C:27]1([C:33]2([NH2:36])[CH2:35][CH2:34]2)[CH:32]=[CH:31][CH:30]=[CH:29][CH:28]=1.C1C[O:40][CH2:39]C1, predict the reaction product. The product is: [CH2:1]([N:8]1[CH2:9][C:39](=[O:40])[N:36]([C:33]2([C:27]3[CH:32]=[CH:31][CH:30]=[CH:29][CH:28]=3)[CH2:35][CH2:34]2)[C:15](=[O:16])[CH2:12]1)[C:2]1[CH:3]=[CH:4][CH:5]=[CH:6][CH:7]=1. (4) Given the reactants [Cl:1][C:2]1[CH:7]=[CH:6][CH:5]=[CH:4][C:3]=1[C:8]1[C:14]2[CH:15]=[C:16]([CH3:20])[C:17]([CH3:19])=[CH:18][C:13]=2[N:12]=[C:11]2[N:21](CC=C)[NH:22][C:23]([CH3:24])=[C:10]2[N:9]=1.O1CCCC1.[H-].C([Al+]CC(C)C)C(C)C, predict the reaction product. The product is: [Cl:1][C:2]1[CH:7]=[CH:6][CH:5]=[CH:4][C:3]=1[C:8]1[C:14]2[CH:15]=[C:16]([CH3:20])[C:17]([CH3:19])=[CH:18][C:13]=2[N:12]=[C:11]2[NH:21][NH:22][C:23]([CH3:24])=[C:10]2[N:9]=1. (5) Given the reactants [NH2:1][C:2]1[C:7]([NH:8][C:9]2[C:17]3[O:16][CH2:15][C@@H:14]([N:18]([C:33](=[O:38])[C:34]([F:37])([F:36])[F:35])[C:19]4[CH:32]=[CH:31][C:22]5[C@H:23]([CH2:26][C:27]([O:29][CH3:30])=[O:28])[CH2:24][O:25][C:21]=5[CH:20]=4)[C:13]=3[CH:12]=[CH:11][CH:10]=2)=[C:6]([F:39])[C:5]([F:40])=[CH:4][CH:3]=1.[CH2:41]([O:43][C:44](OCC)(OCC)OCC)[CH3:42], predict the reaction product. The product is: [CH2:41]([O:43][C:44]1[N:8]([C:9]2[C:17]3[O:16][CH2:15][C@@H:14]([N:18]([C:33](=[O:38])[C:34]([F:37])([F:36])[F:35])[C:19]4[CH:32]=[CH:31][C:22]5[C@H:23]([CH2:26][C:27]([O:29][CH3:30])=[O:28])[CH2:24][O:25][C:21]=5[CH:20]=4)[C:13]=3[CH:12]=[CH:11][CH:10]=2)[C:7]2[C:6]([F:39])=[C:5]([F:40])[CH:4]=[CH:3][C:2]=2[N:1]=1)[CH3:42].